This data is from Forward reaction prediction with 1.9M reactions from USPTO patents (1976-2016). The task is: Predict the product of the given reaction. (1) Given the reactants [N:1]1[CH:6]=[CH:5][C:4]([C:7](=O)[CH2:8][C:9](=O)[C:10]([F:13])([F:12])[F:11])=[CH:3][CH:2]=1.C(C1C=CN=CC=1)(=O)C.[NH2:25][C:26]1[C:30]([C:31]#[N:32])=[CH:29][NH:28][N:27]=1, predict the reaction product. The product is: [N:1]1[CH:6]=[CH:5][C:4]([C:7]2[CH:8]=[C:9]([C:10]([F:13])([F:12])[F:11])[N:27]3[N:28]=[CH:29][C:30]([C:31]#[N:32])=[C:26]3[N:25]=2)=[CH:3][CH:2]=1. (2) Given the reactants Cl[C:2]([O:4][CH3:5])=[O:3].C(Cl)Cl.Cl.[CH2:10]([O:17][C:18]([C:20]1([NH:26][C:27]([O:29][CH:30]2[CH2:35][CH2:34][NH:33][CH2:32][CH2:31]2)=[O:28])[CH2:25][CH2:24][CH2:23][CH2:22][CH2:21]1)=[O:19])[C:11]1[CH:16]=[CH:15][CH:14]=[CH:13][CH:12]=1.C(N(CC)CC)C, predict the reaction product. The product is: [CH2:10]([O:17][C:18]([C:20]1([NH:26][C:27]([O:29][CH:30]2[CH2:31][CH2:32][N:33]([C:2]([O:4][CH3:5])=[O:3])[CH2:34][CH2:35]2)=[O:28])[CH2:21][CH2:22][CH2:23][CH2:24][CH2:25]1)=[O:19])[C:11]1[CH:12]=[CH:13][CH:14]=[CH:15][CH:16]=1. (3) Given the reactants Cl[C:2]1[N:7]=[CH:6][N:5]=[C:4]([NH2:8])[CH:3]=1.[Na].[C:10]1([OH:16])[CH:15]=[CH:14][CH:13]=[CH:12][CH:11]=1.[OH-].[Na+], predict the reaction product. The product is: [O:16]([C:2]1[N:7]=[CH:6][N:5]=[C:4]([NH2:8])[CH:3]=1)[C:10]1[CH:15]=[CH:14][CH:13]=[CH:12][CH:11]=1. (4) Given the reactants C(N(CC)C(C)C)(C)C.[CH3:10][C:11]1[CH:20]=[CH:19][C:18]2[C:13](=[CH:14][CH:15]=[CH:16][C:17]=2[N:21]2[CH2:26][CH2:25][N:24]([CH2:27][CH2:28][C:29]3[CH:30]=[C:31]([CH:33]=[CH:34][CH:35]=3)[NH2:32])[CH2:23][CH2:22]2)[N:12]=1.CS([O:40][CH2:41][CH2:42][C:43]1C=CC=C(N2CCCC2=O)[CH:44]=1)(=O)=O, predict the reaction product. The product is: [CH3:10][C:11]1[CH:20]=[CH:19][C:18]2[C:13](=[CH:14][CH:15]=[CH:16][C:17]=2[N:21]2[CH2:22][CH2:23][N:24]([CH2:27][CH2:28][C:29]3[CH:30]=[C:31]([N:32]4[CH2:44][CH2:43][CH2:42][C:41]4=[O:40])[CH:33]=[CH:34][CH:35]=3)[CH2:25][CH2:26]2)[N:12]=1.